From a dataset of Catalyst prediction with 721,799 reactions and 888 catalyst types from USPTO. Predict which catalyst facilitates the given reaction. (1) Reactant: [Cl:1][C:2]1[CH:7]=[CH:6][C:5]([C:8]#[C:9][CH:10]2[CH2:15][CH2:14][NH:13][CH2:12][CH2:11]2)=[CH:4][C:3]=1[C:16]1[N:25]=[CH:24][C:23]2[CH2:22][CH2:21][C:20]3[N:26]=[C:27]([NH:29][C:30](=[O:32])[CH3:31])[S:28][C:19]=3[C:18]=2[N:17]=1.C(N(CC)CC)C.[CH3:40][S:41](Cl)(=[O:43])=[O:42]. Product: [Cl:1][C:2]1[CH:7]=[CH:6][C:5]([C:8]#[C:9][CH:10]2[CH2:11][CH2:12][N:13]([S:41]([CH3:40])(=[O:43])=[O:42])[CH2:14][CH2:15]2)=[CH:4][C:3]=1[C:16]1[N:25]=[CH:24][C:23]2[CH2:22][CH2:21][C:20]3[N:26]=[C:27]([NH:29][C:30](=[O:32])[CH3:31])[S:28][C:19]=3[C:18]=2[N:17]=1. The catalyst class is: 4. (2) Reactant: O=S(Cl)[Cl:3].CN(C=O)C.[CH3:10][O:11][C:12]1[CH:32]=[CH:31][C:15]([CH2:16][N:17]2[CH:22]=[C:21]([CH2:23]O)[C:20]([C:25]([O:27][CH3:28])=[O:26])=[C:19]([Cl:29])[C:18]2=[O:30])=[CH:14][CH:13]=1. Product: [CH3:10][O:11][C:12]1[CH:32]=[CH:31][C:15]([CH2:16][N:17]2[CH:22]=[C:21]([CH2:23][Cl:3])[C:20]([C:25]([O:27][CH3:28])=[O:26])=[C:19]([Cl:29])[C:18]2=[O:30])=[CH:14][CH:13]=1. The catalyst class is: 22.